This data is from NCI-60 drug combinations with 297,098 pairs across 59 cell lines. The task is: Regression. Given two drug SMILES strings and cell line genomic features, predict the synergy score measuring deviation from expected non-interaction effect. (1) Drug 1: CC(C)NC(=O)C1=CC=C(C=C1)CNNC.Cl. Drug 2: C1CN(P(=O)(OC1)NCCCl)CCCl. Cell line: UO-31. Synergy scores: CSS=-1.99, Synergy_ZIP=2.35, Synergy_Bliss=1.50, Synergy_Loewe=-1.68, Synergy_HSA=-2.16. (2) Drug 1: CC1=C(C(=O)C2=C(C1=O)N3CC4C(C3(C2COC(=O)N)OC)N4)N. Drug 2: C1CNP(=O)(OC1)N(CCCl)CCCl. Cell line: MDA-MB-435. Synergy scores: CSS=21.7, Synergy_ZIP=-3.91, Synergy_Bliss=2.90, Synergy_Loewe=-56.0, Synergy_HSA=1.74. (3) Drug 1: CC12CCC3C(C1CCC2O)C(CC4=C3C=CC(=C4)O)CCCCCCCCCS(=O)CCCC(C(F)(F)F)(F)F. Drug 2: CC12CCC3C(C1CCC2OP(=O)(O)O)CCC4=C3C=CC(=C4)OC(=O)N(CCCl)CCCl.[Na+]. Cell line: MALME-3M. Synergy scores: CSS=2.00, Synergy_ZIP=-2.92, Synergy_Bliss=-1.60, Synergy_Loewe=-2.17, Synergy_HSA=-1.99. (4) Drug 1: C1=C(C(=O)NC(=O)N1)F. Drug 2: C1CCC(C(C1)N)N.C(=O)(C(=O)[O-])[O-].[Pt+4]. Cell line: LOX IMVI. Synergy scores: CSS=20.0, Synergy_ZIP=-11.0, Synergy_Bliss=-14.1, Synergy_Loewe=-12.3, Synergy_HSA=-11.8.